Dataset: Forward reaction prediction with 1.9M reactions from USPTO patents (1976-2016). Task: Predict the product of the given reaction. (1) Given the reactants C(OCC[C:7]1[C:8]([Br:23])=[C:9]([O:19][CH2:20][O:21][CH3:22])[CH:10]=[C:11]([O:15][CH2:16][O:17][CH3:18])[C:12]=1[CH2:13][CH3:14])C=C.C[N+]1([O-])[CH2:30][CH2:29][O:28][CH2:27][CH2:26]1.S([O-])([O-])(=[O:34])=S.[Na+].[Na+].[O:39]1[CH2:43]CCC1, predict the reaction product. The product is: [CH3:22][O:21][CH2:20][O:19][C:9]1[C:8]([Br:23])=[C:7]([CH2:26][CH2:27][O:28][CH2:29][CH:30]([OH:34])[CH2:43][OH:39])[C:12]([CH2:13][CH3:14])=[C:11]([O:15][CH2:16][O:17][CH3:18])[CH:10]=1. (2) Given the reactants [CH3:1][C:2]1[N:7]([C:8]2[CH:13]=[CH:12][CH:11]=[C:10]([C:14]([F:17])([F:16])[F:15])[CH:9]=2)[C:6](=[O:18])[C:5]([C:19]([OH:21])=O)=[CH:4][CH:3]=1.CN(C(ON1N=NC2C=CC=NC1=2)=[N+](C)C)C.F[P-](F)(F)(F)(F)F.C1C=NC2N(O)N=NC=2C=1.CCN(C(C)C)C(C)C.Cl.[CH3:66][S:67]([C:70]1[CH:77]=[CH:76][C:73]([CH2:74][NH2:75])=[CH:72][CH:71]=1)(=[O:69])=[O:68].C(O)(=O)CC(CC(O)=O)(C(O)=O)O, predict the reaction product. The product is: [CH3:1][C:2]1[N:7]([C:8]2[CH:13]=[CH:12][CH:11]=[C:10]([C:14]([F:16])([F:17])[F:15])[CH:9]=2)[C:6](=[O:18])[C:5]([C:19]([NH:75][CH2:74][C:73]2[CH:72]=[CH:71][C:70]([S:67]([CH3:66])(=[O:69])=[O:68])=[CH:77][CH:76]=2)=[O:21])=[CH:4][CH:3]=1. (3) Given the reactants Cl.[NH2:2][CH2:3][C:4]1[CH:13]=[CH:12][CH:11]=[C:10]2[C:5]=1[C:6](=[O:23])[N:7]([CH:15]1[CH2:20][CH2:19][C:18](=[O:21])[NH:17][C:16]1=[O:22])[C:8]([CH3:14])=[N:9]2.[Cl:24][C:25]1[CH:26]=[C:27]([CH:31]=[CH:32][C:33]=1[Cl:34])[C:28](Cl)=[O:29].C(N(CC)C(C)C)(C)C, predict the reaction product. The product is: [Cl:24][C:25]1[CH:26]=[C:27]([CH:31]=[CH:32][C:33]=1[Cl:34])[C:28]([NH:2][CH2:3][C:4]1[CH:13]=[CH:12][CH:11]=[C:10]2[C:5]=1[C:6](=[O:23])[N:7]([CH:15]1[CH2:20][CH2:19][C:18](=[O:21])[NH:17][C:16]1=[O:22])[C:8]([CH3:14])=[N:9]2)=[O:29]. (4) Given the reactants [C:1]1([CH3:11])[CH:6]=[CH:5][C:4]([S:7](Cl)(=[O:9])=[O:8])=[CH:3][CH:2]=1.[OH:12][CH2:13][C@@H:14]1[O:31][C:18]2=[C:19]3[C:23](=[CH:24][CH:25]=[C:17]2[O:16][CH2:15]1)[NH:22][C:21]([C:26]([O:28][CH2:29][CH3:30])=[O:27])=[CH:20]3, predict the reaction product. The product is: [C:1]1([CH3:11])[CH:6]=[CH:5][C:4]([S:7]([O:12][CH2:13][C@H:14]2[O:31][C:18]3=[C:19]4[C:23](=[CH:24][CH:25]=[C:17]3[O:16][CH2:15]2)[NH:22][C:21]([C:26]([O:28][CH2:29][CH3:30])=[O:27])=[CH:20]4)(=[O:9])=[O:8])=[CH:3][CH:2]=1. (5) Given the reactants [C:1]([C:3]1[CH:8]=[CH:7][CH:6]=[CH:5][C:4]=1[C:9]1[CH:14]=[CH:13][C:12]([CH2:15][C:16]2[C:17](=[O:44])[N:18]([C@H:28]3[CH2:33][CH2:32][C@H:31]([O:34][CH:35]([CH2:41][CH:42]=C)[C:36]([O:38][CH2:39][CH3:40])=[O:37])[CH2:30][CH2:29]3)[C:19]3[N:20]([N:25]=[CH:26][N:27]=3)[C:21]=2[CH2:22][CH2:23][CH3:24])=[C:11]([F:45])[CH:10]=1)#[N:2].I([O-])(=O)(=O)=[O:47].[Na+].CC(C)=O.C(#N)C, predict the reaction product. The product is: [C:1]([C:3]1[CH:8]=[CH:7][CH:6]=[CH:5][C:4]=1[C:9]1[CH:14]=[CH:13][C:12]([CH2:15][C:16]2[C:17](=[O:44])[N:18]([C@H:28]3[CH2:33][CH2:32][C@H:31]([O:34][CH:35]([CH2:41][CH2:42][OH:47])[C:36]([O:38][CH2:39][CH3:40])=[O:37])[CH2:30][CH2:29]3)[C:19]3[N:20]([N:25]=[CH:26][N:27]=3)[C:21]=2[CH2:22][CH2:23][CH3:24])=[C:11]([F:45])[CH:10]=1)#[N:2]. (6) Given the reactants [F:1][C:2]1[C:7]([O:8][CH3:9])=[CH:6][C:5]([CH3:10])=[CH:4][C:3]=1[SH:11].CN(C=O)C.C([O-])([O-])=O.[K+].[K+].Cl[CH2:24][C:25](=[O:31])[CH2:26][C:27]([O:29][CH3:30])=[O:28], predict the reaction product. The product is: [F:1][C:2]1[C:7]([O:8][CH3:9])=[CH:6][C:5]([CH3:10])=[CH:4][C:3]=1[S:11][CH2:24][C:25](=[O:31])[CH2:26][C:27]([O:29][CH3:30])=[O:28]. (7) Given the reactants [Br:1][C:2]1[CH:3]=[C:4]([C:8]#[C:9][C:10]2[NH:11][O:12][CH:13]3[NH:17][CH2:16][CH2:15][C:14]=23)[CH:5]=[CH:6][CH:7]=1.N1CC(C(Cl)=O)CC1.[N:26]1([C:32](Cl)=[O:33])[CH2:31][CH2:30]O[CH2:28][CH2:27]1, predict the reaction product. The product is: [Br:1][C:2]1[CH:3]=[C:4]([C:8]#[C:9][C:10]2[CH:14]3[CH2:15][CH2:16][N:17]([C:32]([N:26]4[CH2:31][CH2:30][CH2:28][CH2:27]4)=[O:33])[CH:13]3[O:12][N:11]=2)[CH:5]=[CH:6][CH:7]=1.